From a dataset of Reaction yield outcomes from USPTO patents with 853,638 reactions. Predict the reaction yield, written as a fraction of the theoretical maximum amount of product (1.0 means a 100% yield; for example, 0.34 means a 34% yield). (1) The reactants are Cl[C:2]1[N:7]=[CH:6][C:5]([O:8][C:9]2[CH:10]=[CH:11][C:12]3[N:16]=[C:15]([CH2:17][O:18][C:19]4[CH:20]=[C:21]([CH:25]=[CH:26][CH:27]=4)[C:22]([OH:24])=[O:23])[N:14]([CH3:28])[C:13]=3[CH:29]=2)=[CH:4][CH:3]=1.[H-].[Na+].[CH3:32][OH:33]. The catalyst is C(O)C.O. The product is [CH3:32][O:33][C:2]1[N:7]=[CH:6][C:5]([O:8][C:9]2[CH:10]=[CH:11][C:12]3[N:16]=[C:15]([CH2:17][O:18][C:19]4[CH:20]=[C:21]([CH:25]=[CH:26][CH:27]=4)[C:22]([OH:24])=[O:23])[N:14]([CH3:28])[C:13]=3[CH:29]=2)=[CH:4][CH:3]=1. The yield is 0.790. (2) The reactants are COC1C=C(OC)C=CC=1C[N:6]1[CH2:14][C:13]2[C:12]([F:15])=[C:11]([NH:16][C@H:17]([CH2:21][CH:22]([CH3:24])[CH3:23])[C:18]([NH2:20])=[O:19])[N:10]=[C:9]([C:25]3[CH:26]=[N:27][N:28]([CH3:30])[CH:29]=3)[C:8]=2[C:7]1=[O:31]. The catalyst is C(O)(C(F)(F)F)=O. The product is [F:15][C:12]1[C:13]2[CH2:14][NH:6][C:7](=[O:31])[C:8]=2[C:9]([C:25]2[CH:26]=[N:27][N:28]([CH3:30])[CH:29]=2)=[N:10][C:11]=1[NH:16][C@H:17]([CH2:21][CH:22]([CH3:24])[CH3:23])[C:18]([NH2:20])=[O:19]. The yield is 0.460. (3) The reactants are [Cl:1][C:2]1[CH:7]=[C:6]([Cl:8])[CH:5]=[C:4]([Cl:9])[C:3]=1[N:10]1[C:14]2=[N:15][C:16]([CH2:20][C:21]3[CH:26]=[CH:25][CH:24]=[C:23]([O:27]C)[CH:22]=3)=[N:17][C:18](=[O:19])[C:13]2=[C:12]([CH2:29][CH3:30])[NH:11]1.B(Br)(Br)Br. The catalyst is C(Cl)Cl. The product is [Cl:1][C:2]1[CH:7]=[C:6]([Cl:8])[CH:5]=[C:4]([Cl:9])[C:3]=1[N:10]1[C:14]2=[N:15][C:16]([CH2:20][C:21]3[CH:26]=[CH:25][CH:24]=[C:23]([OH:27])[CH:22]=3)=[N:17][C:18](=[O:19])[C:13]2=[C:12]([CH2:29][CH3:30])[NH:11]1. The yield is 1.00. (4) The reactants are O.[OH-].[Li+].C1COCC1.[CH3:9][C:10]([NH:16][C:17]1[CH:22]=[CH:21][N:20]=[C:19]([C:23]2[C:31]3[C:26](=[N:27][CH:28]=[CH:29][CH:30]=3)[N:25](S(C3C=CC(C)=CC=3)(=O)=O)[CH:24]=2)[N:18]=1)([CH2:14][CH3:15])[C:11]([O-:13])=[O:12].C(O)(=O)CC(CC(O)=O)(C(O)=O)O. The catalyst is O. The product is [NH:25]1[C:26]2=[N:27][CH:28]=[CH:29][CH:30]=[C:31]2[C:23]([C:19]2[N:18]=[C:17]([NH:16][C:10]([CH3:9])([CH2:14][CH3:15])[C:11]([OH:13])=[O:12])[CH:22]=[CH:21][N:20]=2)=[CH:24]1. The yield is 0.680. (5) The reactants are [F:1][C:2]1[CH:10]=[CH:9][C:8]([I:11])=[CH:7][C:3]=1[C:4]([OH:6])=O.[CH3:12][O:13][CH:14]1[CH2:19][CH2:18][NH:17][CH2:16][CH2:15]1.C(N(CC)CC)C.O. The catalyst is CN(C=O)C. The product is [F:1][C:2]1[CH:10]=[CH:9][C:8]([I:11])=[CH:7][C:3]=1[C:4]([N:17]1[CH2:18][CH2:19][CH:14]([O:13][CH3:12])[CH2:15][CH2:16]1)=[O:6]. The yield is 0.670. (6) The reactants are [Cl:1][C:2]1[CH:15]=[CH:14][C:5]([CH2:6][N:7]2[CH2:12][CH2:11][CH:10]([NH2:13])[CH2:9][CH2:8]2)=[CH:4][C:3]=1[O:16][CH2:17][CH3:18].[CH3:19][O:20][C:21](=[O:31])[C:22]1[CH:30]=[CH:29][CH:28]=[C:24]([C:25](O)=[O:26])[CH:23]=1. No catalyst specified. The product is [CH3:19][O:20][C:21](=[O:31])[C:22]1[CH:30]=[CH:29][CH:28]=[C:24]([C:25]([NH:13][CH:10]2[CH2:11][CH2:12][N:7]([CH2:6][C:5]3[CH:14]=[CH:15][C:2]([Cl:1])=[C:3]([O:16][CH2:17][CH3:18])[CH:4]=3)[CH2:8][CH2:9]2)=[O:26])[CH:23]=1. The yield is 0.920. (7) The reactants are [C:1]1([CH:11]=[O:12])[C:10]2[C:5](=[CH:6][CH:7]=[CH:8][CH:9]=2)[CH:4]=[CH:3][N:2]=1.[NH2:13][C:14]1[CH:19]=[CH:18][C:17]([CH2:20][C:21]([O:23][CH3:24])=[O:22])=[C:16]([F:25])[C:15]=1O.C(O)(=O)C.C(O)(=O)C.IC1C=CC=CC=1. The catalyst is C(O)C. The product is [F:25][C:16]1[C:15]2[O:12][C:11]([C:1]3[C:10]4[C:5](=[CH:6][CH:7]=[CH:8][CH:9]=4)[CH:4]=[CH:3][N:2]=3)=[N:13][C:14]=2[CH:19]=[CH:18][C:17]=1[CH2:20][C:21]([O:23][CH3:24])=[O:22]. The yield is 0.140. (8) The reactants are [OH-].[Na+].C([O:5][C:6]([C:8]1[C:18]2=[C:19]3[C:14](=[CH:15][CH:16]=[CH:17]2)[CH2:13][CH2:12][CH2:11][N:10]3[CH:9]=1)=[O:7])C. The catalyst is C(O)C.O. The product is [C:8]1([C:6]([OH:7])=[O:5])[C:18]2=[C:19]3[C:14](=[CH:15][CH:16]=[CH:17]2)[CH2:13][CH2:12][CH2:11][N:10]3[CH:9]=1. The yield is 0.850. (9) The reactants are [CH2:1]([O:3][C:4](=[O:18])[CH2:5][C:6]1[CH:11]=[CH:10][C:9](I)=[C:8]([O:13][CH2:14][CH:15]2[CH2:17][CH2:16]2)[CH:7]=1)[CH3:2].[F:19][C:20]([F:31])([F:30])[C:21]1[CH:26]=[CH:25][C:24](B(O)O)=[CH:23][CH:22]=1.[F-].[Cs+].CCOC(C)=O. The catalyst is COCCOC.C1C=CC([P]([Pd]([P](C2C=CC=CC=2)(C2C=CC=CC=2)C2C=CC=CC=2)([P](C2C=CC=CC=2)(C2C=CC=CC=2)C2C=CC=CC=2)[P](C2C=CC=CC=2)(C2C=CC=CC=2)C2C=CC=CC=2)(C2C=CC=CC=2)C2C=CC=CC=2)=CC=1.O. The product is [CH2:1]([O:3][C:4](=[O:18])[CH2:5][C:6]1[CH:11]=[CH:10][C:9]([C:24]2[CH:25]=[CH:26][C:21]([C:20]([F:31])([F:30])[F:19])=[CH:22][CH:23]=2)=[C:8]([O:13][CH2:14][CH:15]2[CH2:17][CH2:16]2)[CH:7]=1)[CH3:2]. The yield is 0.850.